Dataset: Forward reaction prediction with 1.9M reactions from USPTO patents (1976-2016). Task: Predict the product of the given reaction. (1) Given the reactants Br[C:2]1[CH:7]=[C:6]([CH2:8][CH3:9])[C:5]([O:10][CH3:11])=[C:4]([CH2:12][CH3:13])[CH:3]=1.C([Li])CCC.[C:19](=[O:21])=[O:20], predict the reaction product. The product is: [CH2:12]([C:4]1[CH:3]=[C:2]([CH:7]=[C:6]([CH2:8][CH3:9])[C:5]=1[O:10][CH3:11])[C:19]([OH:21])=[O:20])[CH3:13]. (2) Given the reactants [NH2:1][C:2]1[C:11]([CH3:12])=[CH:10][CH:9]=[CH:8][C:3]=1[C:4]([NH:6][CH3:7])=[O:5].[Cl:13][C:14]1[N:19]=[C:18](Cl)[C:17]([Cl:21])=[CH:16][N:15]=1.C(=O)([O-])[O-].[K+].[K+], predict the reaction product. The product is: [Cl:13][C:14]1[N:19]=[C:18]([NH:1][C:2]2[C:11]([CH3:12])=[CH:10][CH:9]=[CH:8][C:3]=2[C:4]([NH:6][CH3:7])=[O:5])[C:17]([Cl:21])=[CH:16][N:15]=1. (3) Given the reactants [CH3:1][O:2][C:3]1[CH:4]=[CH:5][C:6]([N+:10]([O-:12])=[O:11])=[C:7]([OH:9])[CH:8]=1.C(=O)([O-])[O-].[K+].[K+].[CH2:19](Br)[CH:20]=[CH2:21].O, predict the reaction product. The product is: [CH2:21]([O:9][C:7]1[CH:8]=[C:3]([O:2][CH3:1])[CH:4]=[CH:5][C:6]=1[N+:10]([O-:12])=[O:11])[CH:20]=[CH2:19]. (4) Given the reactants [CH3:1][O:2][CH2:3][O:4][C:5]1[CH:10]=[CH:9][C:8]([C:11]2[N:16]=[C:15]3[N:17]([CH:21]4[CH2:26][CH2:25][CH2:24][CH2:23][O:22]4)[N:18]=[C:19]([CH3:20])[C:14]3=[C:13]([CH2:27][N:28]3[CH2:33][C:32]([CH3:35])([CH3:34])[NH:31][CH2:30][C:29]3([CH3:37])[CH3:36])[CH:12]=2)=[CH:7][CH:6]=1.C1COCC1.[N:43]([CH2:46][C:47]([O:49][CH2:50][CH3:51])=[O:48])=[C:44]=[O:45].CCN(C(C)C)C(C)C, predict the reaction product. The product is: [CH2:50]([O:49][C:47](=[O:48])[CH2:46][NH:43][C:44]([N:31]1[CH2:30][C:29]([CH3:37])([CH3:36])[N:28]([CH2:27][C:13]2[CH:12]=[C:11]([C:8]3[CH:7]=[CH:6][C:5]([O:4][CH2:3][O:2][CH3:1])=[CH:10][CH:9]=3)[N:16]=[C:15]3[N:17]([CH:21]4[CH2:26][CH2:25][CH2:24][CH2:23][O:22]4)[N:18]=[C:19]([CH3:20])[C:14]=23)[CH2:33][C:32]1([CH3:35])[CH3:34])=[O:45])[CH3:51]. (5) Given the reactants [F:1][C:2]1[CH:3]=[C:4]([N:19]([C:28]2[CH:33]=[CH:32][C:31]([F:34])=[CH:30][CH:29]=2)[C:20]([C:22]2([C:25]([NH2:27])=[O:26])[CH2:24][CH2:23]2)=[O:21])[CH:5]=[CH:6][C:7]=1[O:8][C:9]1[CH:14]=[CH:13][N:12]=[C:11]2[CH:15]=[C:16](I)[S:17][C:10]=12.[CH3:35][N:36]([CH3:46])[CH:37]1[CH2:42][CH2:41][N:40]([CH2:43][C:44]#[CH:45])[CH2:39][CH2:38]1, predict the reaction product. The product is: [CH3:35][N:36]([CH3:46])[CH:37]1[CH2:38][CH2:39][N:40]([CH2:43][C:44]#[C:45][C:16]2[S:17][C:10]3[C:11](=[N:12][CH:13]=[CH:14][C:9]=3[O:8][C:7]3[CH:6]=[CH:5][C:4]([N:19]([C:28]4[CH:29]=[CH:30][C:31]([F:34])=[CH:32][CH:33]=4)[C:20]([C:22]4([C:25]([NH2:27])=[O:26])[CH2:24][CH2:23]4)=[O:21])=[CH:3][C:2]=3[F:1])[CH:15]=2)[CH2:41][CH2:42]1. (6) Given the reactants C([O:3][C:4](=[O:41])[CH2:5][CH2:6][NH:7][C:8](=[O:40])[C:9]1[CH:14]=[CH:13][C:12]([CH:15]([NH:28][C:29]([NH:31][C:32]2[CH:37]=[C:36]([Cl:38])[CH:35]=[C:34]([Cl:39])[CH:33]=2)=[O:30])[C:16]2[CH:21]=[CH:20][C:19]([C:22]3[CH2:27][CH2:26][CH2:25][CH2:24][CH:23]=3)=[CH:18][CH:17]=2)=[CH:11][CH:10]=1)C.[Li+].[OH-], predict the reaction product. The product is: [C:22]1([C:19]2[CH:18]=[CH:17][C:16]([CH:15]([NH:28][C:29]([NH:31][C:32]3[CH:33]=[C:34]([Cl:39])[CH:35]=[C:36]([Cl:38])[CH:37]=3)=[O:30])[C:12]3[CH:13]=[CH:14][C:9]([C:8]([NH:7][CH2:6][CH2:5][C:4]([OH:41])=[O:3])=[O:40])=[CH:10][CH:11]=3)=[CH:21][CH:20]=2)[CH2:27][CH2:26][CH2:25][CH2:24][CH:23]=1. (7) Given the reactants [F:1][C:2]1[CH:7]=[CH:6][C:5]([C:8]2([C:18]3[CH:23]=[CH:22][C:21]([F:24])=[CH:20][CH:19]=3)[CH2:12][CH2:11][N:10]([CH2:13][C:14](O)=[O:15])[C:9]2=[O:17])=[CH:4][CH:3]=1.[Cl:25][C:26]1[CH:31]=[CH:30][C:29]([CH2:32][CH2:33]/[C:34](=[N:37]/[H])/[NH:35]O)=[CH:28][CH:27]=1.C(N=C=NCCCN(C)C)C, predict the reaction product. The product is: [Cl:25][C:26]1[CH:27]=[CH:28][C:29]([CH2:32][CH2:33][C:34]2[N:35]=[C:14]([CH2:13][N:10]3[CH2:11][CH2:12][C:8]([C:18]4[CH:23]=[CH:22][C:21]([F:24])=[CH:20][CH:19]=4)([C:5]4[CH:6]=[CH:7][C:2]([F:1])=[CH:3][CH:4]=4)[C:9]3=[O:17])[O:15][N:37]=2)=[CH:30][CH:31]=1. (8) Given the reactants Cl.[F:2][C:3]([CH3:7])([CH3:6])[CH2:4][NH2:5].C(N(CC)CC)C.[N:15]([C@H:18]([C@H:28]1[CH2:30][O:29]1)[CH2:19][C:20]1[CH:25]=[CH:24][C:23]([O:26][CH3:27])=[CH:22][CH:21]=1)=[N+:16]=[N-:17], predict the reaction product. The product is: [N:15]([C@@H:18]([CH2:19][C:20]1[CH:21]=[CH:22][C:23]([O:26][CH3:27])=[CH:24][CH:25]=1)[C@H:28]([OH:29])[CH2:30][NH:5][CH2:4][C:3]([F:2])([CH3:7])[CH3:6])=[N+:16]=[N-:17].